This data is from Full USPTO retrosynthesis dataset with 1.9M reactions from patents (1976-2016). The task is: Predict the reactants needed to synthesize the given product. (1) Given the product [CH3:1][O:2][C:3]1[CH:4]=[C:5]([CH:21]=[CH:22][C:23]=1[O:24][CH3:25])[C:6]([C:8]1[N:12]([CH3:13])[C:11]([CH:14]([CH3:27])[C:15]([O:17][CH2:18][CH3:19])=[O:16])=[CH:10][C:9]=1[CH3:20])=[O:7], predict the reactants needed to synthesize it. The reactants are: [CH3:1][O:2][C:3]1[CH:4]=[C:5]([CH:21]=[CH:22][C:23]=1[O:24][CH3:25])[C:6]([C:8]1[N:12]([CH3:13])[C:11]([CH2:14][C:15]([O:17][CH2:18][CH3:19])=[O:16])=[CH:10][C:9]=1[CH3:20])=[O:7].Cl[C:27]1C=CC(C(C2N(C)C(CC(OCC)=O)=CC=2C)=O)=CC=1. (2) The reactants are: [NH2:1][C:2]1[CH:7]=[CH:6][C:5]([OH:8])=[CH:4][C:3]=1[F:9].CC(C)([O-])C.[Na+].Cl[C:17]1[CH:22]=[CH:21][N:20]=[C:19]([C:23]#[N:24])[CH:18]=1.C([O-])([O-])=O.[K+].[K+]. Given the product [NH2:1][C:2]1[CH:7]=[CH:6][C:5]([O:8][C:17]2[CH:22]=[CH:21][N:20]=[C:19]([C:23]#[N:24])[CH:18]=2)=[CH:4][C:3]=1[F:9], predict the reactants needed to synthesize it. (3) Given the product [NH2:1][C:2]1[N:3]=[CH:4][C:5]2[C:10]([N:11]=1)=[C:9]1[N:12]([CH3:24])[C:13]([C:18]3[CH:19]=[CH:20][CH:21]=[CH:22][CH:23]=3)=[C:14]([C:15]([NH2:17])=[O:16])[C:8]1=[CH:7][CH:6]=2, predict the reactants needed to synthesize it. The reactants are: [NH2:1][C:2]1[N:11]=[C:10]2[C:5]([CH2:6][CH2:7][C:8]3[C:14]([C:15]([NH2:17])=[O:16])=[C:13]([C:18]4[CH:23]=[CH:22][CH:21]=[CH:20][CH:19]=4)[N:12]([CH3:24])[C:9]=32)=[CH:4][N:3]=1.